This data is from Reaction yield outcomes from USPTO patents with 853,638 reactions. The task is: Predict the reaction yield, written as a fraction of the theoretical maximum amount of product (1.0 means a 100% yield; for example, 0.34 means a 34% yield). (1) The reactants are [CH:1]1([C:4]2[NH:5][C:6]([NH2:9])=[N:7][N:8]=2)[CH2:3][CH2:2]1.[C:10]([C:12]1[CH:17]=[CH:16][CH:15]=[CH:14][C:13]=1[C:18]1[CH:23]=[CH:22][C:21]([CH2:24][CH:25]([C:31](=O)[CH2:32][CH2:33][CH3:34])[C:26](OCC)=[O:27])=[CH:20][CH:19]=1)#[N:11]. The catalyst is ClC1C=CC(Cl)=CC=1Cl. The product is [CH:1]1([C:4]2[N:5]=[C:6]3[NH:9][C:26](=[O:27])[C:25]([CH2:24][C:21]4[CH:22]=[CH:23][C:18]([C:13]5[C:12]([C:10]#[N:11])=[CH:17][CH:16]=[CH:15][CH:14]=5)=[CH:19][CH:20]=4)=[C:31]([CH2:32][CH2:33][CH3:34])[N:7]3[N:8]=2)[CH2:3][CH2:2]1. The yield is 0.210. (2) The reactants are [NH2:1][C:2]1[CH:3]=[N:4][N:5]([CH3:21])[C:6]=1[O:7][CH:8]1[CH2:13][CH2:12][N:11](C(OC(C)(C)C)=O)[CH2:10][CH2:9]1.[NH2:22][C:23]1[C:24]([C:30]([OH:32])=O)=[N:25][C:26](Br)=[CH:27][CH:28]=1.[F:33][C:34]1[CH:39]=[CH:38][CH:37]=[CH:36][C:35]=1B(O)O. No catalyst specified. The product is [NH2:22][C:23]1[C:24]([C:30]([NH:1][C:2]2[CH:3]=[N:4][N:5]([CH3:21])[C:6]=2[O:7][CH:8]2[CH2:9][CH2:10][NH:11][CH2:12][CH2:13]2)=[O:32])=[N:25][C:26]([C:35]2[CH:36]=[CH:37][CH:38]=[CH:39][C:34]=2[F:33])=[CH:27][CH:28]=1. The yield is 0.140. (3) The reactants are [C:1]([C:4]1[C:9]([O:10][CH:11]2[CH2:16][CH2:15][N:14](C(OC(C)(C)C)=O)[CH2:13][CH2:12]2)=[CH:8][C:7](=[O:24])[N:6]([C:25]2[CH:30]=[CH:29][C:28]([C:31]#[N:32])=[C:27]([F:33])[CH:26]=2)[N:5]=1)(=O)[NH2:2].[ClH:34].O1CCOCC1.CCOCC. The catalyst is C(Cl)Cl. The product is [ClH:34].[C:31]([C:28]1[CH:29]=[CH:30][C:25]([N:6]2[C:7](=[O:24])[CH:8]=[C:9]([O:10][CH:11]3[CH2:12][CH2:13][NH:14][CH2:15][CH2:16]3)[C:4]([C:1]#[N:2])=[N:5]2)=[CH:26][C:27]=1[F:33])#[N:32]. The yield is 1.00. (4) The reactants are [CH3:1][O:2][C:3](=[O:17])[C:4](=O)[CH2:5][C:6]([C:8]1[CH:13]=[C:12]([CH3:14])[CH:11]=[CH:10][C:9]=1[F:15])=[O:7].Cl.[NH2:19]O. The catalyst is CO. The product is [CH3:1][O:2][C:3]([C:4]1[CH:5]=[C:6]([C:8]2[CH:13]=[C:12]([CH3:14])[CH:11]=[CH:10][C:9]=2[F:15])[O:7][N:19]=1)=[O:17]. The yield is 0.800. (5) The reactants are [OH:1][CH:2]([C:6]1[CH:11]=[CH:10][C:9]([C:12]2[N:16]=[C:15]([C:17]3[O:21][N:20]=[C:19]([C:22]4[CH:27]=[CH:26][CH:25]=[CH:24][CH:23]=4)[C:18]=3[C:28]([F:31])([F:30])[F:29])[O:14][N:13]=2)=[CH:8][CH:7]=1)[C:3]([OH:5])=O.CN1CCOCC1.[C:39]([O:43][C:44]([N:46]1[CH2:49][CH:48]([NH2:50])[CH2:47]1)=[O:45])([CH3:42])([CH3:41])[CH3:40].F[P-](F)(F)(F)(F)F.N1(O[P+](N(C)C)(N(C)C)N(C)C)C2C=CC=CC=2N=N1. The catalyst is CN(C=O)C.CCOC(C)=O. The product is [OH:1][CH:2]([C:6]1[CH:11]=[CH:10][C:9]([C:12]2[N:16]=[C:15]([C:17]3[O:21][N:20]=[C:19]([C:22]4[CH:27]=[CH:26][CH:25]=[CH:24][CH:23]=4)[C:18]=3[C:28]([F:30])([F:29])[F:31])[O:14][N:13]=2)=[CH:8][CH:7]=1)[C:3]([NH:50][CH:48]1[CH2:47][N:46]([C:44]([O:43][C:39]([CH3:42])([CH3:41])[CH3:40])=[O:45])[CH2:49]1)=[O:5]. The yield is 0.990. (6) The reactants are [O:1]1[C:5]2[CH:6]=[CH:7][C:8]([OH:10])=[CH:9][C:4]=2[O:3][CH2:2]1.C([Mg]Cl)(C)C.[Br:16][C:17]1[CH:25]=[CH:24][CH:23]=[C:22]2[C:18]=1[C:19](=[O:32])[C:20](=[O:31])[N:21]2[CH2:26][CH2:27][CH2:28][CH2:29][CH3:30]. The catalyst is O1CCCC1.ClCCl. The product is [Br:16][C:17]1[CH:25]=[CH:24][CH:23]=[C:22]2[C:18]=1[C:19]([OH:32])([C:7]1[C:8]([OH:10])=[CH:9][C:4]3[O:3][CH2:2][O:1][C:5]=3[CH:6]=1)[C:20](=[O:31])[N:21]2[CH2:26][CH2:27][CH2:28][CH2:29][CH3:30]. The yield is 0.970. (7) The reactants are [O:1]1[C:5]2[CH:6]=[CH:7][C:8]([C:10]3([C:13]([NH:15][C:16]4[CH:17]=[C:18]5[C:22](=[C:23]([C:25]#[N:26])[CH:24]=4)[NH:21][C:20]([C:27]([CH3:30])([CH3:29])[CH3:28])=[CH:19]5)=[O:14])[CH2:12][CH2:11]3)=[CH:9][C:4]=2[O:3][CH2:2]1.[H][H]. The catalyst is C(OCC)(=O)C.[Pd]. The product is [NH2:26][CH2:25][C:23]1[CH:24]=[C:16]([NH:15][C:13]([C:10]2([C:8]3[CH:7]=[CH:6][C:5]4[O:1][CH2:2][O:3][C:4]=4[CH:9]=3)[CH2:11][CH2:12]2)=[O:14])[CH:17]=[C:18]2[C:22]=1[NH:21][C:20]([C:27]([CH3:30])([CH3:29])[CH3:28])=[CH:19]2. The yield is 0.320. (8) The reactants are [OH:1][C:2]1[CH:11]=[C:10]2[C:5]([CH:6]=[N:7][CH:8]=[N:9]2)=[CH:4][CH:3]=1.C(=O)([O-])[O-].[K+].[K+].Cl[C:19]1[C:28]2[C:23](=[CH:24][C:25]([O:31][CH2:32][CH2:33][CH2:34][N:35]3[CH2:40][CH2:39][O:38][CH2:37][CH2:36]3)=[C:26]([O:29][CH3:30])[CH:27]=2)[N:22]=[CH:21][N:20]=1.[Cl-].[NH4+]. The catalyst is CN(C=O)C.C(OCC)(=O)C. The product is [CH3:30][O:29][C:26]1[CH:27]=[C:28]2[C:23](=[CH:24][C:25]=1[O:31][CH2:32][CH2:33][CH2:34][N:35]1[CH2:40][CH2:39][O:38][CH2:37][CH2:36]1)[N:22]=[CH:21][N:20]=[C:19]2[O:1][C:2]1[CH:11]=[C:10]2[C:5]([CH:6]=[N:7][CH:8]=[N:9]2)=[CH:4][CH:3]=1. The yield is 0.830. (9) The reactants are [NH:1]1[CH2:4][CH2:3][CH:2]1[C:5]([NH2:7])=O.[Cl:8][CH2:9][C:10](Cl)=[O:11]. No catalyst specified. The product is [Cl:8][CH2:9][C:10]([N:1]1[CH2:4][CH2:3][C@H:2]1[C:5]#[N:7])=[O:11]. The yield is 0.440. (10) The reactants are C[O:2][C:3](=[O:21])[C:4]1[CH:9]=[C:8]([N+:10]([O-])=O)[C:7]([S:13][CH2:14][C:15](OCC)=[O:16])=[CH:6][C:5]=1[Br:20].COC(=O)C1C=C([N+]([O-])=O)C(F)=CC=1Br.CCN(CC)CC.C(OC(=O)CS)C. The catalyst is C(Cl)Cl.CCOC(C)=O. The product is [Br:20][C:5]1[C:4]([C:3]([OH:2])=[O:21])=[CH:9][C:8]2[NH:10][C:15](=[O:16])[CH2:14][S:13][C:7]=2[CH:6]=1. The yield is 0.770.